Dataset: Catalyst prediction with 721,799 reactions and 888 catalyst types from USPTO. Task: Predict which catalyst facilitates the given reaction. (1) Reactant: BrC1C=NC=C([O:8][CH2:9][C@@H:10]2[CH2:14][CH2:13][CH2:12][N:11]2[CH3:15])C=1.[CH:33]1[CH:34]=[CH:29]C(P([C:29]2[CH:34]=[CH:33][CH:32]=[CH:31]C=2)[C:33]2[CH:34]=[CH:29]C=[CH:31][CH:32]=2)=[CH:31][CH:32]=1.[C:35]([Si:37]([CH3:40])([CH3:39])[CH3:38])#[CH:36].[NH4+:41].[Cl-]. Product: [CH3:15][N:11]1[CH2:12][CH2:13][CH2:14][C@H:10]1[CH2:9][O:8][C:29]1[CH:34]=[CH:33][C:32]([C:36]#[C:35][Si:37]([CH3:40])([CH3:39])[CH3:38])=[CH:31][N:41]=1. The catalyst class is: 337. (2) Reactant: [CH3:1][O:2][C:3]1[CH2:7][CH2:6][C:5](=[O:8])[C:4]=1[C:9]1[C:14]([CH3:15])=[CH:13][C:12]([CH3:16])=[CH:11][C:10]=1[CH3:17].C([N-]C(C)C)(C)C.[Li+].[N+:26]([CH:29]=[CH2:30])([O-:28])=[O:27]. Product: [CH3:1][O:2][C:3]1[CH2:7][CH:6]([CH2:30][CH2:29][N+:26]([O-:28])=[O:27])[C:5](=[O:8])[C:4]=1[C:9]1[C:14]([CH3:15])=[CH:13][C:12]([CH3:16])=[CH:11][C:10]=1[CH3:17]. The catalyst class is: 7.